From a dataset of PAMPA (Parallel Artificial Membrane Permeability Assay) permeability data from NCATS. Regression/Classification. Given a drug SMILES string, predict its absorption, distribution, metabolism, or excretion properties. Task type varies by dataset: regression for continuous measurements (e.g., permeability, clearance, half-life) or binary classification for categorical outcomes (e.g., BBB penetration, CYP inhibition). Dataset: pampa_ncats. (1) The molecule is CN(C)C1CCN(C1)CC2=C(N=C3C=C(C(=CC3=C2)OC)OC)C4=CC(=CC=C4)Cl. The result is 1 (high permeability). (2) The molecule is C[S+](=O)(C1=CC=C(C=C1)C2=C3C=NC=CN3C(=N2)C(=O)N4CCOCC4)[O-]. The result is 0 (low-to-moderate permeability). (3) The result is 1 (high permeability). The drug is CC/C=C\C/C=C\C/C=C\C/C=C\C/C=C\C/C=C\CCC(=O)NCCO. (4) The result is 1 (high permeability). The compound is COCCNC(=O)C1=CC=C(C=C1)C2=CN=C(C=C2)N3CCCCC3. (5) The molecule is CCC1=CC=C(C=C1)OC(C)C(=O)N2CCC(CC2)C3=NC4=CC=CC=C4O3. The result is 1 (high permeability). (6) The molecule is CN(C)CCCN1C2=C(C=C(C=C2)O)SC3=C1C=C(C=C3)Cl. The result is 1 (high permeability). (7) The drug is CC1=CC=CC=C1C(=O)N2CCC3=C2C=CC(=C3)C4=C(SC(=N4)NC(=O)CC5=CC6=CC=CC=C6C=C5)C. The result is 0 (low-to-moderate permeability). (8) The molecule is CN1CCC(CC1=O)CNC(=O)C2=C3C=CN(C3=CC(=N2)C4=CC=CC=C4OC)C. The result is 1 (high permeability). (9) The molecule is C1COC2=C1C=C(C=C2)C3C4=C(C=CC5=CC=CC=C54)OC6=C3C(=N)N(C=N6)C7=CC=CC=C7. The result is 1 (high permeability). (10) The drug is CCNC(=O)N1CCCN(CC1)C2=C(C=C(C=C2)C(=O)NCCC3=C(C=C(C=C3)Cl)Cl)NC(=O)C4=CC(=CC=C4)Cl. The result is 1 (high permeability).